Dataset: Forward reaction prediction with 1.9M reactions from USPTO patents (1976-2016). Task: Predict the product of the given reaction. (1) Given the reactants [NH:1]1[CH:5]=[N:4][C:3]([NH2:6])=[N:2]1.[O:7]1[C:11]2([CH2:16][CH2:15][C:14](=O)[CH2:13][CH2:12]2)[O:10][CH2:9][CH2:8]1.C(O[BH-](OC(=O)C)OC(=O)C)(=O)C.[Na+].O, predict the reaction product. The product is: [O:7]1[C:11]2([CH2:16][CH2:15][CH:14]([NH:6][C:3]3[NH:4][CH:5]=[N:1][N:2]=3)[CH2:13][CH2:12]2)[O:10][CH2:9][CH2:8]1. (2) Given the reactants C1(P(C2C=CC=CC=2)[C:24]2[CH:25]=[CH:26][C:27]3[C:22](=[CH:21][CH:20]=[CH:19]C=3)[C:23]=2C2[C:27]3[C:22](=[CH:23][CH:24]=[CH:25][CH:26]=3)[CH:21]=[CH:20][C:19]=2P(C2C=CC=CC=2)C2C=CC=CC=2)C=CC=CC=1.[CH3:47][N:48]1[CH2:53][CH2:52][NH:51][CH2:50][CH2:49]1.[C:54]([O-:57])([O-])=[O:55].[Cs+].[Cs+].[C:60]1(C)C=CC=C[CH:61]=1, predict the reaction product. The product is: [CH2:60]([O:57][C:54]([CH:19]1[CH2:20][CH:21]1[C:22]1[CH:23]=[CH:24][CH:25]=[C:26]([N:51]2[CH2:52][CH2:53][N:48]([CH3:47])[CH2:49][CH2:50]2)[CH:27]=1)=[O:55])[CH3:61].